Predict the reaction yield, written as a fraction of the theoretical maximum amount of product (1.0 means a 100% yield; for example, 0.34 means a 34% yield). From a dataset of Reaction yield outcomes from USPTO patents with 853,638 reactions. (1) The reactants are Cl[C:2]1[N:10]=[CH:9][N:8]=[C:7]2[C:3]=1[N:4]=[CH:5][N:6]2[C:11]1[CH:12]=[C:13]([CH:20]=[CH:21][C:22]=1[CH3:23])[C:14]([NH:16][CH:17]1[CH2:19][CH2:18]1)=[O:15].[NH2:24][C:25]1[CH:30]=[CH:29][CH:28]=[CH:27][CH:26]=1. The catalyst is O1CCOCC1. The product is [CH:17]1([NH:16][C:14](=[O:15])[C:13]2[CH:20]=[CH:21][C:22]([CH3:23])=[C:11]([N:6]3[CH:5]=[N:4][C:3]4[C:7]3=[N:8][CH:9]=[N:10][C:2]=4[NH:24][C:25]3[CH:30]=[CH:29][CH:28]=[CH:27][CH:26]=3)[CH:12]=2)[CH2:19][CH2:18]1. The yield is 0.460. (2) The reactants are C[O:2][C:3]1[CH:20]=[CH:19][C:6]2=[N:7][N:8]([C:10]3[CH:15]=[CH:14][C:13]([N:16]([CH3:18])[CH3:17])=[CH:12][CH:11]=3)[N:9]=[C:5]2[CH:4]=1.B(Br)(Br)Br. The catalyst is C(Cl)Cl. The product is [OH:2][C:3]1[CH:20]=[CH:19][C:6]2=[N:7][N:8]([C:10]3[CH:11]=[CH:12][C:13]([N:16]([CH3:17])[CH3:18])=[CH:14][CH:15]=3)[N:9]=[C:5]2[CH:4]=1. The yield is 0.740. (3) The reactants are [CH3:1][O:2][C:3]1[CH:30]=[CH:29][C:6]([CH2:7][N:8]2[CH:12]=[C:11]([C:13]3[CH:18]=[CH:17][N:16]=[C:15]([NH2:19])[N:14]=3)[C:10]([C:20]3[CH:25]=[CH:24][CH:23]=[C:22]([N+:26]([O-])=O)[CH:21]=3)=[N:9]2)=[CH:5][CH:4]=1.[Cl-].[NH4+]. The catalyst is O1CCOCC1.O.[Zn]. The product is [NH2:26][C:22]1[CH:21]=[C:20]([C:10]2[C:11]([C:13]3[CH:18]=[CH:17][N:16]=[C:15]([NH2:19])[N:14]=3)=[CH:12][N:8]([CH2:7][C:6]3[CH:5]=[CH:4][C:3]([O:2][CH3:1])=[CH:30][CH:29]=3)[N:9]=2)[CH:25]=[CH:24][CH:23]=1. The yield is 0.670. (4) The reactants are [Br:1][C:2]1[CH:7]=[CH:6][C:5]([C:8]2[NH:9][CH:10]=[CH:11][N:12]=2)=[CH:4][CH:3]=1.[H-].[Na+].Cl[CH2:16][O:17][CH2:18][CH2:19][Si:20]([CH3:23])([CH3:22])[CH3:21]. The catalyst is CN(C=O)C. The product is [Br:1][C:2]1[CH:3]=[CH:4][C:5]([C:8]2[N:12]([CH2:16][O:17][CH2:18][CH2:19][Si:20]([CH3:23])([CH3:22])[CH3:21])[CH:11]=[CH:10][N:9]=2)=[CH:6][CH:7]=1. The yield is 0.800. (5) The product is [Br:1][C:2]1[CH:15]=[CH:14][C:13]2[C:4](=[C:5]([C:24]3[CH:29]=[CH:28][CH:27]=[CH:26][CH:25]=3)[C:6]3[C:11]([C:12]=2[C:17]2[CH:22]=[CH:21][CH:20]=[CH:19][CH:18]=2)=[CH:10][CH:9]=[CH:8][CH:7]=3)[CH:3]=1. The catalyst is C(O)(=O)C. The reactants are [Br:1][C:2]1[CH:15]=[CH:14][C:13]2[C:12]([C:17]3[CH:22]=[CH:21][CH:20]=[CH:19][CH:18]=3)(O)[C:11]3[C:6](=[CH:7][CH:8]=[CH:9][CH:10]=3)[C:5]([C:24]3[CH:29]=[CH:28][CH:27]=[CH:26][CH:25]=3)(O)[C:4]=2[CH:3]=1.[I-].[K+].O.[PH2](=O)[O-].[Na+].[PH2](=O)O. The yield is 0.740. (6) The reactants are C[N:2](C)[CH:3]=[CH:4][C:5]([C:7]1[C:12](=[O:13])[CH:11]=[CH:10][N:9]([C:14]2[CH:19]=[CH:18][CH:17]=[CH:16][C:15]=2[CH3:20])[N:8]=1)=O.[C:22]1([NH:28]N)[CH:27]=[CH:26][CH:25]=[CH:24][CH:23]=1. The catalyst is CO. The product is [CH3:20][C:15]1[CH:16]=[CH:17][CH:18]=[CH:19][C:14]=1[N:9]1[CH:10]=[CH:11][C:12](=[O:13])[C:7]([C:5]2[N:28]([C:22]3[CH:27]=[CH:26][CH:25]=[CH:24][CH:23]=3)[N:2]=[CH:3][CH:4]=2)=[N:8]1. The yield is 0.120. (7) The reactants are [F:1][C:2]1[CH:7]=[CH:6][C:5]([F:8])=[CH:4][C:3]=1/[CH:9]=[CH:10]/[CH2:11]O.[ClH:13]. The catalyst is O1CCOCC1. The product is [Cl:13][CH2:11]/[CH:10]=[CH:9]/[C:3]1[CH:4]=[C:5]([F:8])[CH:6]=[CH:7][C:2]=1[F:1]. The yield is 0.890. (8) The catalyst is O. The reactants are [CH:1]1[C:13]2[CH:12]([CH2:14][O:15][C:16]([N:18]([CH2:23][CH2:24][NH:25][C:26]([O:28][C:29]([CH3:32])([CH3:31])[CH3:30])=[O:27])[CH2:19][C:20]([OH:22])=O)=[O:17])[C:11]3[C:6](=[CH:7][CH:8]=[CH:9][CH:10]=3)[C:5]=2[CH:4]=[CH:3][CH:2]=1.[CH3:33][C:34](N(C)C)=[O:35].CC1[CH:45]=[C:44]([CH3:46])[CH:43]=C(C)N=1.CCOC(C(C#N)=NOC([N:60]1[CH2:65][CH2:64][O:63][CH2:62][CH2:61]1)=[N+](C)C)=O.F[P-](F)(F)(F)(F)F.CC[O:77][C:78](C)=[O:79]. The product is [CH:10]1[C:11]2[CH:12]([CH2:14][O:15][C:16]([N:18]([CH2:19][C:20](=[O:22])[NH:60][CH2:65][CH2:64][O:63][CH2:62][CH2:61][O:35][CH2:34][CH2:33][C:78]([O:79][C:44]([CH3:43])([CH3:45])[CH3:46])=[O:77])[CH2:23][CH2:24][NH:25][C:26](=[O:27])[O:28][C:29]([CH3:30])([CH3:32])[CH3:31])=[O:17])[C:13]3[C:5](=[CH:4][CH:3]=[CH:2][CH:1]=3)[C:6]=2[CH:7]=[CH:8][CH:9]=1. The yield is 0.980. (9) The reactants are [Br:1][C:2]1[CH:30]=[CH:29][CH:28]=[CH:27][C:3]=1[CH2:4][C:5]1[O:6][C:7]([CH3:26])=[C:8]([CH3:25])[C:9]=1[C:10]([C:12]1[CH:17]=[C:16]([CH:18]([CH3:20])[CH3:19])[C:15]([OH:21])=[C:14]([CH:22]([CH3:24])[CH3:23])[CH:13]=1)=[O:11].Cl[S:32]([C:35]1[CH:43]=[CH:42][C:38]([C:39]([OH:41])=[O:40])=[C:37]([OH:44])[CH:36]=1)(=[O:34])=[O:33]. No catalyst specified. The product is [Br:1][C:2]1[CH:30]=[CH:29][CH:28]=[CH:27][C:3]=1[CH2:4][C:5]1[O:6][C:7]([CH3:26])=[C:8]([CH3:25])[C:9]=1[C:10]([C:12]1[CH:17]=[C:16]([CH:18]([CH3:19])[CH3:20])[C:15]([O:21][S:32]([C:35]2[CH:43]=[CH:42][C:38]([C:39]([OH:41])=[O:40])=[C:37]([OH:44])[CH:36]=2)(=[O:34])=[O:33])=[C:14]([CH:22]([CH3:23])[CH3:24])[CH:13]=1)=[O:11]. The yield is 0.470. (10) The reactants are [CH3:1][C:2]1[CH:9]=[C:8]([C:10]2[CH:14]=[CH:13][NH:12][N:11]=2)[CH:7]=[CH:6][C:3]=1[C:4]#[N:5].Br[CH2:16][C@@H:17]([N:19]1[C:27](=[O:28])[C:26]2[C:21](=[CH:22][CH:23]=[CH:24][CH:25]=2)[C:20]1=[O:29])[CH3:18]. No catalyst specified. The product is [O:29]=[C:20]1[C:21]2[C:26](=[CH:25][CH:24]=[CH:23][CH:22]=2)[C:27](=[O:28])[N:19]1[C@@H:17]([CH3:18])[CH2:16][N:12]1[CH:13]=[CH:14][C:10]([C:8]2[CH:7]=[CH:6][C:3]([C:4]#[N:5])=[C:2]([CH3:1])[CH:9]=2)=[N:11]1. The yield is 0.250.